From a dataset of NCI-60 drug combinations with 297,098 pairs across 59 cell lines. Regression. Given two drug SMILES strings and cell line genomic features, predict the synergy score measuring deviation from expected non-interaction effect. (1) Drug 1: CC1C(C(CC(O1)OC2CC(OC(C2O)C)OC3=CC4=CC5=C(C(=O)C(C(C5)C(C(=O)C(C(C)O)O)OC)OC6CC(C(C(O6)C)O)OC7CC(C(C(O7)C)O)OC8CC(C(C(O8)C)O)(C)O)C(=C4C(=C3C)O)O)O)O. Synergy scores: CSS=59.2, Synergy_ZIP=1.50, Synergy_Bliss=3.71, Synergy_Loewe=3.22, Synergy_HSA=1.87. Drug 2: C#CCC(CC1=CN=C2C(=N1)C(=NC(=N2)N)N)C3=CC=C(C=C3)C(=O)NC(CCC(=O)O)C(=O)O. Cell line: HCC-2998. (2) Drug 1: C1=NC2=C(N=C(N=C2N1C3C(C(C(O3)CO)O)F)Cl)N. Drug 2: CCC1=C2CN3C(=CC4=C(C3=O)COC(=O)C4(CC)O)C2=NC5=C1C=C(C=C5)O. Cell line: NCI/ADR-RES. Synergy scores: CSS=48.3, Synergy_ZIP=-4.35, Synergy_Bliss=-4.23, Synergy_Loewe=-7.32, Synergy_HSA=-1.66. (3) Drug 1: CC1=CC2C(CCC3(C2CCC3(C(=O)C)OC(=O)C)C)C4(C1=CC(=O)CC4)C. Drug 2: CC1=C2C(C(=O)C3(C(CC4C(C3C(C(C2(C)C)(CC1OC(=O)C(C(C5=CC=CC=C5)NC(=O)OC(C)(C)C)O)O)OC(=O)C6=CC=CC=C6)(CO4)OC(=O)C)O)C)O. Cell line: RXF 393. Synergy scores: CSS=38.9, Synergy_ZIP=3.15, Synergy_Bliss=7.01, Synergy_Loewe=-33.6, Synergy_HSA=3.58.